From a dataset of Forward reaction prediction with 1.9M reactions from USPTO patents (1976-2016). Predict the product of the given reaction. (1) Given the reactants COC1C=CC(C[N:8](CC2C=CC(OC)=CC=2)[C:9]2[N:14]=[C:13]([CH3:15])[N:12]=[C:11]([C:16]3[C:17]([NH:22][C:23]4[CH:24]=[CH:25][C:26]([NH:29][C:30]([NH:32][C:33]5[CH:38]=[CH:37][CH:36]=[C:35]([F:39])[CH:34]=5)=[O:31])=[N:27][CH:28]=4)=[N:18][CH:19]=[CH:20][CH:21]=3)[N:10]=2)=CC=1.FC(F)(F)S(O)(=O)=O.C(=O)(O)[O-].[Na+], predict the reaction product. The product is: [NH2:8][C:9]1[N:14]=[C:13]([CH3:15])[N:12]=[C:11]([C:16]2[C:17]([NH:22][C:23]3[CH:24]=[CH:25][C:26]([NH:29][C:30]([NH:32][C:33]4[CH:38]=[CH:37][CH:36]=[C:35]([F:39])[CH:34]=4)=[O:31])=[N:27][CH:28]=3)=[N:18][CH:19]=[CH:20][CH:21]=2)[N:10]=1. (2) Given the reactants [CH3:1][S:2][CH2:3][CH2:4][CH:5]([NH:36]C(OC(C)(C)C)=O)[C:6]([NH:8][CH:9]([C:32]([O:34][CH3:35])=[O:33])[CH2:10][C:11]1[CH:31]=[CH:30][C:14]([O:15][C:16]2[CH:29]=[CH:28][C:19]([CH:20]=[C:21]3[S:25][C:24](=[O:26])[NH:23][C:22]3=[O:27])=[CH:18][CH:17]=2)=[CH:13][CH:12]=1)=[O:7].[ClH:44], predict the reaction product. The product is: [ClH:44].[CH3:1][S:2][CH2:3][CH2:4][CH:5]([NH2:36])[C:6]([NH:8][CH:9]([C:32]([O:34][CH3:35])=[O:33])[CH2:10][C:11]1[CH:12]=[CH:13][C:14]([O:15][C:16]2[CH:17]=[CH:18][C:19]([CH:20]=[C:21]3[S:25][C:24](=[O:26])[NH:23][C:22]3=[O:27])=[CH:28][CH:29]=2)=[CH:30][CH:31]=1)=[O:7]. (3) Given the reactants Cl.CCOCC.[O:7]=[C:8]1[CH2:17][CH2:16][C:15]2[C:10](=[CH:11][C:12]([O:18][CH:19]3[CH2:24][CH2:23][N:22](C(OC(C)(C)C)=O)[CH2:21][CH2:20]3)=[CH:13][CH:14]=2)[NH:9]1, predict the reaction product. The product is: [NH:22]1[CH2:21][CH2:20][CH:19]([O:18][C:12]2[CH:11]=[C:10]3[C:15]([CH2:16][CH2:17][C:8](=[O:7])[NH:9]3)=[CH:14][CH:13]=2)[CH2:24][CH2:23]1. (4) Given the reactants [F:1][C:2]1[CH:7]=[CH:6][C:5]([NH:8][C:9]2[N:17]=[CH:16][CH:15]=[CH:14][C:10]=2[C:11]([OH:13])=O)=[CH:4][C:3]=1[O:18][CH3:19].[CH3:20][C:21]([NH2:25])([C:23]#[CH:24])[CH3:22].C1C=CC2N(O)N=NC=2C=1.CCN=C=NCCCN(C)C.CCN(C(C)C)C(C)C, predict the reaction product. The product is: [F:1][C:2]1[CH:7]=[CH:6][C:5]([NH:8][C:9]2[N:17]=[CH:16][CH:15]=[CH:14][C:10]=2[C:11]([NH:25][C:21]([CH3:22])([C:23]#[CH:24])[CH3:20])=[O:13])=[CH:4][C:3]=1[O:18][CH3:19].